From a dataset of Full USPTO retrosynthesis dataset with 1.9M reactions from patents (1976-2016). Predict the reactants needed to synthesize the given product. (1) Given the product [Br:1][C:2]1[CH:11]=[CH:10][CH:9]=[C:8]2[C:3]=1[CH2:4][CH:5]=[N:6][CH2:7]2, predict the reactants needed to synthesize it. The reactants are: [Br:1][C:2]1[CH:11]=[CH:10][CH:9]=[C:8]2[C:3]=1[CH2:4][CH2:5][NH:6][CH2:7]2. (2) Given the product [NH2:11][CH:12]1[N:18]=[C:17]([CH:19]([CH3:21])[CH3:20])[C:16]2[CH:22]=[CH:23][CH:24]=[CH:25][C:15]=2[NH:14][C:13]1=[O:26], predict the reactants needed to synthesize it. The reactants are: C(OC([NH:11][CH:12]1[N:18]=[C:17]([CH:19]([CH3:21])[CH3:20])[C:16]2[CH:22]=[CH:23][CH:24]=[CH:25][C:15]=2[NH:14][C:13]1=[O:26])=O)C1C=CC=CC=1.C([O-])=O.[NH4+]. (3) Given the product [NH3:14].[CH2:7]([N:14]1[CH2:17][C:16]([CH2:18][OH:19])([CH2:23][OH:24])[CH2:15]1)[C:8]1[CH:9]=[CH:10][CH:11]=[CH:12][CH:13]=1, predict the reactants needed to synthesize it. The reactants are: [H-].[H-].[H-].[H-].[Li+].[Al+3].[CH2:7]([N:14]1[CH2:17][C:16]([C:23](OCC)=[O:24])([C:18](OCC)=[O:19])[CH2:15]1)[C:8]1[CH:13]=[CH:12][CH:11]=[CH:10][CH:9]=1. (4) Given the product [NH2:24][C:20]1[N:19]=[C:18]([C:15]2[S:14][C:13]3[CH:25]=[CH:26][C:10]([NH:9][C:5]4[CH:4]=[C:3]([NH:34][S:35]([CH3:38])(=[O:37])=[O:36])[CH:8]=[CH:7][CH:6]=4)=[CH:11][C:12]=3[C:16]=2[CH3:17])[CH:23]=[CH:22][N:21]=1, predict the reactants needed to synthesize it. The reactants are: CO[C:3]1[CH:4]=[C:5]([NH:9][C:10]2[CH:26]=[CH:25][C:13]3[S:14][C:15]([C:18]4[CH:23]=[CH:22][N:21]=[C:20]([NH2:24])[N:19]=4)=[C:16]([CH3:17])[C:12]=3[CH:11]=2)[CH:6]=[CH:7][CH:8]=1.NC1C=C([NH:34][S:35]([CH3:38])(=[O:37])=[O:36])C=CC=1.COC1C=C(C=CC=1)N. (5) Given the product [CH3:20][C:7]1[CH:6]=[CH:5][CH2:14][C:9]2([CH2:10][CH2:11][CH2:12][CH2:13]2)[C:8]=1[C:15]([O:17][CH3:18])=[O:16], predict the reactants needed to synthesize it. The reactants are: C(O[C@@H:5]1[CH2:14][C:9]2([CH2:13][CH2:12][CH2:11][CH2:10]2)[C@@H:8]([C:15]([O:17][CH2:18]C)=[O:16])[C:7]([CH3:20])=[CH:6]1)(=O)C.C1CCN2C(=NCCC2)CC1. (6) Given the product [F:34][C:2]([F:35])([F:1])[O:3][C:4]1[CH:5]=[CH:6][C:7]([CH2:8][C@@:9]23[CH2:16][C@@H:15]([C:16]4[CH:15]=[CH:14][NH:13][C:9]=4[C:41](=[O:46])[C:42]([F:43])([F:44])[F:45])[CH2:14][N:13]2[C:12](=[O:22])[N:11]([C:23]2[CH:24]=[C:25]([Cl:30])[N:26]=[C:27]([Cl:29])[CH:28]=2)[C:10]3=[O:31])=[CH:32][CH:33]=1, predict the reactants needed to synthesize it. The reactants are: [F:1][C:2]([F:35])([F:34])[O:3][C:4]1[CH:33]=[CH:32][C:7]([CH2:8][C@:9]23[CH2:16][C@H:15](N4C=CC=C4)[CH2:14][N:13]2[C:12](=[O:22])[N:11]([C:23]2[CH:28]=[C:27]([Cl:29])[N:26]=[C:25]([Cl:30])[CH:24]=2)[C:10]3=[O:31])=[CH:6][CH:5]=1.[F:43][C:42]([F:45])([F:44])[C:41](O[C:41](=[O:46])[C:42]([F:45])([F:44])[F:43])=[O:46]. (7) Given the product [Br:34][CH2:35][CH2:36][CH2:37][CH2:38][CH2:39][C:40]([O:23][CH:12]([CH:11]([CH2:1][CH2:2][CH2:3]/[CH:4]=[CH:5]\[CH2:6][CH2:7][CH2:8][CH2:9][CH3:10])[CH2:24][CH2:25][CH2:26]/[CH:27]=[CH:28]\[CH2:29][CH2:30][CH2:31][CH2:32][CH3:33])[CH2:13][CH2:14][CH2:15]/[CH:16]=[CH:17]\[CH2:18][CH2:19][CH2:20][CH2:21][CH3:22])=[O:41], predict the reactants needed to synthesize it. The reactants are: [CH2:1]([CH:11]([CH2:24][CH2:25][CH2:26]/[CH:27]=[CH:28]\[CH2:29][CH2:30][CH2:31][CH2:32][CH3:33])[CH:12]([OH:23])[CH2:13][CH2:14][CH2:15]/[CH:16]=[CH:17]\[CH2:18][CH2:19][CH2:20][CH2:21][CH3:22])[CH2:2][CH2:3]/[CH:4]=[CH:5]\[CH2:6][CH2:7][CH2:8][CH2:9][CH3:10].[Br:34][CH2:35][CH2:36][CH2:37][CH2:38][CH2:39][C:40](O)=[O:41].CCN=C=NCCCN(C)C.Cl.C(N(C(C)C)CC)(C)C. (8) Given the product [C:1]([S:18][C:15]([CH3:17])([CH3:16])[CH3:14])(=[S:8])[C:2]1[CH:7]=[CH:6][CH:5]=[CH:4][CH:3]=1, predict the reactants needed to synthesize it. The reactants are: [C:1](SCCCC)(=[S:8])[C:2]1[CH:7]=[CH:6][CH:5]=[CH:4][CH:3]=1.[CH3:14][C:15]([S-:18])([CH3:17])[CH3:16].[Na+].